Dataset: Catalyst prediction with 721,799 reactions and 888 catalyst types from USPTO. Task: Predict which catalyst facilitates the given reaction. (1) Reactant: [CH3:1][O:2][C:3]1[CH:8]=[CH:7][CH:6]=[CH:5][C:4]=1[CH:9]1[CH2:13][CH2:12][NH:11][CH2:10]1.C(N(CC)CC)C.[C:21](O[C:21](=[O:24])[CH2:22][CH3:23])(=[O:24])[CH2:22][CH3:23]. Product: [CH3:1][O:2][C:3]1[CH:8]=[CH:7][CH:6]=[CH:5][C:4]=1[CH:9]1[CH2:13][CH2:12][N:11]([C:21](=[O:24])[CH2:22][CH3:23])[CH2:10]1. The catalyst class is: 7. (2) Product: [CH3:1][N:2]([CH2:15][CH:16]1[CH2:20][CH2:19][N:18]([CH3:21])[CH2:17]1)[C:3]1[O:4][C:5]2[CH:11]=[CH:10][C:9]([NH2:12])=[CH:8][C:6]=2[N:7]=1. The catalyst class is: 180. Reactant: [CH3:1][N:2]([CH2:15][CH:16]1[CH2:20][CH2:19][N:18]([CH3:21])[CH2:17]1)[C:3]1[O:4][C:5]2[CH:11]=[CH:10][C:9]([N+:12]([O-])=O)=[CH:8][C:6]=2[N:7]=1. (3) Reactant: [Br:1][C:2]1[CH:3]=[C:4]2[C:9](=[CH:10][CH:11]=1)[C:8](Cl)=[N:7][N:6]=[CH:5]2.[CH3:13][CH:14]1[CH2:18][CH2:17][CH2:16][NH:15]1. Product: [Br:1][C:2]1[CH:3]=[C:4]2[C:9](=[CH:10][CH:11]=1)[C:8]([N:15]1[CH2:16][CH2:17][CH2:18][CH:14]1[CH3:13])=[N:7][N:6]=[CH:5]2. The catalyst class is: 121. (4) Reactant: [CH2:1]([NH:4][C:5]1[C:10]([C:11]([NH:13][C:14]2[CH:19]=[CH:18][CH:17]=[C:16]([N:20](C)[C:21](=O)C(F)(F)F)[CH:15]=2)=[O:12])=[CH:9][N:8]=[C:7]([NH:28][CH2:29][CH2:30][C:31]2[CH:36]=[CH:35][N:34]=[CH:33][CH:32]=2)[N:6]=1)[CH2:2][CH3:3].C(=O)([O-])[O-].[K+].[K+].C(Cl)(Cl)Cl. Product: [CH3:21][NH:20][C:16]1[CH:15]=[C:14]([NH:13][C:11]([C:10]2[C:5]([NH:4][CH2:1][CH2:2][CH3:3])=[N:6][C:7]([NH:28][CH2:29][CH2:30][C:31]3[CH:32]=[CH:33][N:34]=[CH:35][CH:36]=3)=[N:8][CH:9]=2)=[O:12])[CH:19]=[CH:18][CH:17]=1. The catalyst class is: 24. (5) Reactant: [F:1][C:2]1[CH:3]=[C:4]([C:9]2[CH:10]=[C:11]([CH3:27])[C:12]([CH3:26])=[C:13]([CH2:15][NH:16][C:17]3[C:18]([F:25])=[C:19]([OH:24])[CH:20]=[CH:21][C:22]=3[F:23])[CH:14]=2)[CH:5]=[CH:6][C:7]=1[F:8].C([O-])([O-])=O.[Cs+].[Cs+].Br[CH2:35][C:36]([O:38][CH:39]([CH3:41])[CH3:40])=[O:37].O. Product: [F:1][C:2]1[CH:3]=[C:4]([C:9]2[CH:10]=[C:11]([CH3:27])[C:12]([CH3:26])=[C:13]([CH2:15][NH:16][C:17]3[C:18]([F:25])=[C:19]([CH:20]=[CH:21][C:22]=3[F:23])[O:24][CH2:35][C:36]([O:38][CH:39]([CH3:41])[CH3:40])=[O:37])[CH:14]=2)[CH:5]=[CH:6][C:7]=1[F:8]. The catalyst class is: 21. (6) The catalyst class is: 2. Reactant: [O:1]1[CH:5]=[CH:4][CH:3]=[C:2]1[C:6]1[N:10]([C:11]2[CH:12]=[C:13]([CH:17]3[CH2:22][CH2:21][NH:20][CH2:19][CH2:18]3)[CH:14]=[CH:15][CH:16]=2)[N:9]=[C:8]([C:23]([F:26])([F:25])[F:24])[CH:7]=1.CCN(CC)CC.[CH3:34][C:35]([O:38][C:39](O[C:39]([O:38][C:35]([CH3:37])([CH3:36])[CH3:34])=[O:40])=[O:40])([CH3:37])[CH3:36]. Product: [O:1]1[CH:5]=[CH:4][CH:3]=[C:2]1[C:6]1[N:10]([C:11]2[CH:12]=[C:13]([CH:17]3[CH2:22][CH2:21][N:20]([C:39]([O:38][C:35]([CH3:37])([CH3:36])[CH3:34])=[O:40])[CH2:19][CH2:18]3)[CH:14]=[CH:15][CH:16]=2)[N:9]=[C:8]([C:23]([F:24])([F:25])[F:26])[CH:7]=1. (7) Reactant: [C:1]1([S:7]([C:10]([CH:20]2[CH2:32][C:23]3[NH:24][C:25]4[CH:26]=[CH:27][C:28]([Cl:31])=[CH:29][C:30]=4[C:22]=3[CH2:21]2)([F:19])[C:11]2[O:15][N:14]=[C:13]([C:16]([NH2:18])=O)[N:12]=2)(=[O:9])=[O:8])[CH:6]=[CH:5][CH:4]=[CH:3][CH:2]=1.P(Cl)(Cl)(Cl)=O. Product: [C:1]1([S:7]([C:10]([CH:20]2[CH2:32][C:23]3[NH:24][C:25]4[CH:26]=[CH:27][C:28]([Cl:31])=[CH:29][C:30]=4[C:22]=3[CH2:21]2)([F:19])[C:11]2[O:15][N:14]=[C:13]([C:16]#[N:18])[N:12]=2)(=[O:9])=[O:8])[CH:2]=[CH:3][CH:4]=[CH:5][CH:6]=1. The catalyst class is: 10. (8) Reactant: [NH:1]1[CH:5]=[CH:4][N:3]=[CH:2]1.[H-].[Na+].F[C:9]1[CH:14]=[CH:13][C:12]([C:15]([C:17]2[CH:22]=[CH:21][C:20]([N+:23]([O-:25])=[O:24])=[CH:19][CH:18]=2)=[O:16])=[CH:11][CH:10]=1.O. Product: [N:1]1([C:9]2[CH:10]=[CH:11][C:12]([C:15]([C:17]3[CH:22]=[CH:21][C:20]([N+:23]([O-:25])=[O:24])=[CH:19][CH:18]=3)=[O:16])=[CH:13][CH:14]=2)[CH:5]=[CH:4][N:3]=[CH:2]1. The catalyst class is: 3. (9) Reactant: [C:1]1(=[O:11])[NH:5][C:4](=[O:6])[C:3]2=[CH:7][CH:8]=[CH:9][CH:10]=[C:2]12.[H-].[Na+].Cl[CH2:15][C:16](=[O:18])[CH3:17]. Product: [O:18]=[C:16]([CH3:17])[CH2:15][N:5]1[C:1](=[O:11])[C:2]2[C:3](=[CH:7][CH:8]=[CH:9][CH:10]=2)[C:4]1=[O:6]. The catalyst class is: 7. (10) Reactant: [CH3:1][O:2][C:3]([C@@H:5]1[CH2:9][C@@H:8](O)[CH2:7][N:6]1[C:11]([O:13][C:14]([CH3:17])([CH3:16])[CH3:15])=[O:12])=[O:4].C(Cl)[Cl:19].C1(P(C2C=CC=CC=2)C2C=CC=CC=2)C=CC=CC=1.C(Cl)(Cl)(Cl)Cl. Product: [CH3:1][O:2][C:3]([C@@H:5]1[CH2:9][C@H:8]([Cl:19])[CH2:7][N:6]1[C:11]([O:13][C:14]([CH3:17])([CH3:16])[CH3:15])=[O:12])=[O:4]. The catalyst class is: 194.